Dataset: Catalyst prediction with 721,799 reactions and 888 catalyst types from USPTO. Task: Predict which catalyst facilitates the given reaction. Reactant: [Br:1][C:2]1[N:7]=[C:6]([C:8](=O)[CH3:9])[CH:5]=[CH:4][CH:3]=1.[CH3:11][C:12]1[CH:18]=[C:17]([CH3:19])[CH:16]=[C:15]([CH3:20])[C:13]=1[NH2:14].CC1C=CC(S(O)(=O)=O)=CC=1.[Cl-].[Cl-].[Ca+2]. Product: [Br:1][C:2]1[N:7]=[C:6]([C:8](=[N:14][C:13]2[C:15]([CH3:20])=[CH:16][C:17]([CH3:19])=[CH:18][C:12]=2[CH3:11])[CH3:9])[CH:5]=[CH:4][CH:3]=1. The catalyst class is: 11.